From a dataset of Reaction yield outcomes from USPTO patents with 853,638 reactions. Predict the reaction yield, written as a fraction of the theoretical maximum amount of product (1.0 means a 100% yield; for example, 0.34 means a 34% yield). (1) The reactants are Cl[C:2]1[N:7]=[C:6]([Cl:8])[CH:5]=[CH:4][N:3]=1.[N:9]1([C:15]([O:17][C:18]([CH3:21])([CH3:20])[CH3:19])=[O:16])[CH2:14][CH2:13][NH:12][CH2:11][CH2:10]1.C(=O)([O-])O.[Na+]. The catalyst is C(O)C. The product is [Cl:8][C:6]1[CH:5]=[CH:4][N:3]=[C:2]([N:12]2[CH2:11][CH2:10][N:9]([C:15]([O:17][C:18]([CH3:21])([CH3:20])[CH3:19])=[O:16])[CH2:14][CH2:13]2)[N:7]=1. The yield is 0.0600. (2) The product is [CH2:25]([N:27]([CH2:21][C:20]1[CH:23]=[CH:24][C:17]([C:15]#[CH:16])=[CH:18][CH:19]=1)[CH2:28][CH3:29])[CH3:26]. The yield is 0.632. The reactants are C(O[BH-](OC(=O)C)OC(=O)C)(=O)C.[Na+].[C:15]([C:17]1[CH:24]=[CH:23][C:20]([CH:21]=O)=[CH:19][CH:18]=1)#[CH:16].[CH2:25]([NH:27][CH2:28][CH3:29])[CH3:26].C(O)(=O)C. The catalyst is ClCCCl.